This data is from Catalyst prediction with 721,799 reactions and 888 catalyst types from USPTO. The task is: Predict which catalyst facilitates the given reaction. Reactant: [CH3:1][O:2][C:3](=[O:43])[CH2:4][CH2:5][CH2:6][C:7]#[C:8][C:9]1[CH:14]=[CH:13][C:12]([C:15]([CH2:40][CH3:41])([C:18]2[CH:23]=[CH:22][C:21]([C:24]#[C:25][C:26]([O:35]COC)([C:31]([F:34])([F:33])[F:32])[C:27]([F:30])([F:29])[F:28])=[C:20]([CH3:39])[CH:19]=2)[CH2:16][CH3:17])=[CH:11][C:10]=1[CH3:42]. Product: [CH3:1][O:2][C:3](=[O:43])[CH2:4][CH2:5][CH2:6][C:7]#[C:8][C:9]1[CH:14]=[CH:13][C:12]([C:15]([CH2:40][CH3:41])([C:18]2[CH:23]=[CH:22][C:21]([C:24]#[C:25][C:26]([OH:35])([C:31]([F:33])([F:34])[F:32])[C:27]([F:30])([F:29])[F:28])=[C:20]([CH3:39])[CH:19]=2)[CH2:16][CH3:17])=[CH:11][C:10]=1[CH3:42]. The catalyst class is: 89.